This data is from Choline transporter screen with 302,306 compounds. The task is: Binary Classification. Given a drug SMILES string, predict its activity (active/inactive) in a high-throughput screening assay against a specified biological target. (1) The molecule is s1c(/C=C\C(=O)Nc2cc(cc(c2)C)C)ccc1[N+]([O-])=O. The result is 0 (inactive). (2) The result is 0 (inactive). The molecule is O=C(NC1CC(NC(C1)(C)C)(C)C)COc1cc2c(cc1)cccc2. (3) The compound is S1\C(N(CC2CC2)C(=O)C1)=N/N=C\c1ccc(cc1)C. The result is 0 (inactive). (4) The drug is O=C(NC1CCCCC1)N1CCN(CC1)c1ccc([N+]([O-])=O)cc1. The result is 0 (inactive). (5) The compound is Clc1c(N2CCOCC2)ccc(NC(=O)CSc2sc(NC(=O)C)nn2)c1. The result is 0 (inactive). (6) The drug is Fc1c(OCc2onc(C(=O)NCCc3cn(nc3)c3ccccc3)c2)c(F)ccc1. The result is 0 (inactive). (7) The drug is s1c(CCC(=O)N2CC(Nc3cc(F)c(F)cc3)CCC2)c(nc1)C. The result is 0 (inactive).